This data is from Catalyst prediction with 721,799 reactions and 888 catalyst types from USPTO. The task is: Predict which catalyst facilitates the given reaction. Reactant: C1C(=O)N(Cl)C(=O)C1.[CH2:9]([O:16][N:17]1[C:23](=[O:24])[N:22]2[CH2:25][CH:18]1[CH2:19][CH2:20][CH:21]2/[CH:26]=[N:27]/[OH:28])[C:10]1[CH:15]=[CH:14][CH:13]=[CH:12][CH:11]=1.[C:29]([Si:31]([CH3:34])([CH3:33])[CH3:32])#[CH:30].CCN(C(C)C)C(C)C. Product: [CH2:9]([O:16][N:17]1[C:23](=[O:24])[N:22]2[CH2:25][C@H:18]1[CH2:19][CH2:20][C@H:21]2[C:26]1[CH:30]=[C:29]([Si:31]([CH3:34])([CH3:33])[CH3:32])[O:28][N:27]=1)[C:10]1[CH:11]=[CH:12][CH:13]=[CH:14][CH:15]=1. The catalyst class is: 298.